Dataset: NCI-60 drug combinations with 297,098 pairs across 59 cell lines. Task: Regression. Given two drug SMILES strings and cell line genomic features, predict the synergy score measuring deviation from expected non-interaction effect. (1) Drug 1: CCC1=C2CN3C(=CC4=C(C3=O)COC(=O)C4(CC)O)C2=NC5=C1C=C(C=C5)O. Drug 2: CC1=C(C(=CC=C1)Cl)NC(=O)C2=CN=C(S2)NC3=CC(=NC(=N3)C)N4CCN(CC4)CCO. Cell line: NCI/ADR-RES. Synergy scores: CSS=23.7, Synergy_ZIP=-4.78, Synergy_Bliss=2.95, Synergy_Loewe=-13.9, Synergy_HSA=1.74. (2) Drug 1: C1=NC2=C(N1)C(=S)N=C(N2)N. Drug 2: CC=C1C(=O)NC(C(=O)OC2CC(=O)NC(C(=O)NC(CSSCCC=C2)C(=O)N1)C(C)C)C(C)C. Cell line: A498. Synergy scores: CSS=39.8, Synergy_ZIP=-10.3, Synergy_Bliss=-5.24, Synergy_Loewe=-12.7, Synergy_HSA=-3.76. (3) Drug 1: C1C(C(OC1N2C=C(C(=O)NC2=O)F)CO)O. Drug 2: CCC1(CC2CC(C3=C(CCN(C2)C1)C4=CC=CC=C4N3)(C5=C(C=C6C(=C5)C78CCN9C7C(C=CC9)(C(C(C8N6C=O)(C(=O)OC)O)OC(=O)C)CC)OC)C(=O)OC)O.OS(=O)(=O)O. Cell line: BT-549. Synergy scores: CSS=18.5, Synergy_ZIP=-7.75, Synergy_Bliss=-6.07, Synergy_Loewe=-4.09, Synergy_HSA=-2.58.